From a dataset of Reaction yield outcomes from USPTO patents with 853,638 reactions. Predict the reaction yield, written as a fraction of the theoretical maximum amount of product (1.0 means a 100% yield; for example, 0.34 means a 34% yield). (1) The reactants are F[P-](F)(F)(F)(F)F.N1(OC(N(C)C)=[N+](C)C)C2C=CC=CC=2N=N1.[F:25][C:26]1[CH:34]=[CH:33][C:32]([CH2:35][C:36]2[C:45]3[C:40](=[CH:41][CH:42]=[CH:43][CH:44]=3)[C:39](=[O:46])[NH:38][N:37]=2)=[CH:31][C:27]=1[C:28]([OH:30])=O.[F:47][CH2:48][CH:49]([O:52][CH:53]1[CH2:58][CH2:57][NH:56][CH2:55][CH2:54]1)[CH2:50][F:51].C(N(CC)CC)C. The catalyst is CN(C)C=O. The product is [F:51][CH2:50][CH:49]([O:52][CH:53]1[CH2:54][CH2:55][N:56]([C:28]([C:27]2[CH:31]=[C:32]([CH:33]=[CH:34][C:26]=2[F:25])[CH2:35][C:36]2[C:45]3[C:40](=[CH:41][CH:42]=[CH:43][CH:44]=3)[C:39](=[O:46])[NH:38][N:37]=2)=[O:30])[CH2:57][CH2:58]1)[CH2:48][F:47]. The yield is 0.159. (2) The reactants are [C:1]([O:5][C:6]([NH:8][C:9]1[S:10][CH:11]=[C:12]([C:14](OCC)=[O:15])[N:13]=1)=[O:7])([CH3:4])([CH3:3])[CH3:2].COCCO[AlH2-]OCCOC.[Na+]. The product is [C:1]([O:5][C:6]([NH:8][C:9]1[S:10][CH:11]=[C:12]([CH2:14][OH:15])[N:13]=1)=[O:7])([CH3:4])([CH3:2])[CH3:3]. The yield is 0.890. The catalyst is C1COCC1.C1(C)C=CC=CC=1. (3) The reactants are [C:1]([N:4]1[C:13]2[C:8](=[CH:9][C:10](Br)=[CH:11][CH:12]=2)[N:7]([C:15]([O:17][CH2:18][CH:19]2[CH2:21][CH2:20]2)=[O:16])[CH2:6][C@@H:5]1[CH3:22])(=[O:3])[CH3:2].CC1(C)OB([C:29]2[CH:30]=[N:31][N:32](C(OC(C)(C)C)=O)[CH:33]=2)OC1(C)C.C(=O)([O-])[O-].[Na+].[Na+].O1CCOCC1. The catalyst is O. The product is [C:1]([N:4]1[C:13]2[C:8](=[CH:9][C:10]([C:29]3[CH:30]=[N:31][NH:32][CH:33]=3)=[CH:11][CH:12]=2)[N:7]([C:15]([O:17][CH2:18][CH:19]2[CH2:21][CH2:20]2)=[O:16])[CH2:6][C@@H:5]1[CH3:22])(=[O:3])[CH3:2]. The yield is 0.410. (4) The reactants are [F:1][C:2]1[CH:7]=[CH:6][CH:5]=[CH:4][C:3]=1B(O)O.[C:11]([O:15][C:16]([N:18]1[CH2:23][CH2:22][C@@H:21]([C:24]2[CH:25]=[C:26]3[C:35](=[CH:36][C:37]=2Br)[O:34][CH2:33][C:32]2[N:27]3[C@H:28]([CH3:40])[C:29](=[O:39])[NH:30][N:31]=2)[C@@H:20]([CH3:41])[CH2:19]1)=[O:17])([CH3:14])([CH3:13])[CH3:12].C([O-])([O-])=O.[K+].[K+]. The catalyst is O1CCOCC1.O.C1C=CC(P(C2C=CC=CC=2)[C-]2C=CC=C2)=CC=1.C1C=CC(P(C2C=CC=CC=2)[C-]2C=CC=C2)=CC=1.Cl[Pd]Cl.[Fe+2].C(Cl)Cl. The product is [C:11]([O:15][C:16]([N:18]1[CH2:23][CH2:22][C@@H:21]([C:24]2[CH:25]=[C:26]3[C:35](=[CH:36][C:37]=2[C:3]2[CH:4]=[CH:5][CH:6]=[CH:7][C:2]=2[F:1])[O:34][CH2:33][C:32]2[N:27]3[C@H:28]([CH3:40])[C:29](=[O:39])[NH:30][N:31]=2)[C@@H:20]([CH3:41])[CH2:19]1)=[O:17])([CH3:14])([CH3:12])[CH3:13]. The yield is 0.610. (5) The reactants are [I:1][C:2]1[CH:3]=[C:4]2[C:8](=[CH:9][CH:10]=1)[NH:7][C:6](=[O:11])[C:5]2=O.[NH:13]([C:15](=[O:28])[CH2:16][O:17][C:18]1[CH:27]=[CH:26][C:21]([C:22]([O:24][CH3:25])=[O:23])=[CH:20][CH:19]=1)[NH2:14]. The catalyst is C(O)(=O)C. The product is [I:1][C:2]1[CH:3]=[C:4]2[C:8](=[CH:9][CH:10]=1)[NH:7][C:6](=[O:11])[C:5]2=[N:14][NH:13][C:15](=[O:28])[CH2:16][O:17][C:18]1[CH:27]=[CH:26][C:21]([C:22]([O:24][CH3:25])=[O:23])=[CH:20][CH:19]=1. The yield is 0.770.